From a dataset of Peptide-MHC class II binding affinity with 134,281 pairs from IEDB. Regression. Given a peptide amino acid sequence and an MHC pseudo amino acid sequence, predict their binding affinity value. This is MHC class II binding data. (1) The peptide sequence is VLRTKLMSTRRVLER. The MHC is DRB1_0701 with pseudo-sequence DRB1_0701. The binding affinity (normalized) is 0.521. (2) The peptide sequence is ETAYFILKLAGRWPVKVI. The MHC is DRB1_0901 with pseudo-sequence DRB1_0901. The binding affinity (normalized) is 0.449. (3) The peptide sequence is LRKLCIEGKITNITT. The MHC is DRB1_0301 with pseudo-sequence DRB1_0301. The binding affinity (normalized) is 0.424. (4) The peptide sequence is RNSRWSSPDNVKPLY. The MHC is HLA-DQA10501-DQB10201 with pseudo-sequence HLA-DQA10501-DQB10201. The binding affinity (normalized) is 0.152. (5) The peptide sequence is QTNGPWMQVPLEVKR. The MHC is HLA-DQA10303-DQB10402 with pseudo-sequence HLA-DQA10303-DQB10402. The binding affinity (normalized) is 0.355. (6) The binding affinity (normalized) is 0.0183. The MHC is HLA-DPA10103-DPB10201 with pseudo-sequence HLA-DPA10103-DPB10201. The peptide sequence is IIAGTPEVHAVKPGA. (7) The peptide sequence is QVESTAGSLQGQWRG. The MHC is HLA-DPA10201-DPB10101 with pseudo-sequence HLA-DPA10201-DPB10101. The binding affinity (normalized) is 0.0611.